Dataset: Peptide-MHC class II binding affinity with 134,281 pairs from IEDB. Task: Regression. Given a peptide amino acid sequence and an MHC pseudo amino acid sequence, predict their binding affinity value. This is MHC class II binding data. (1) The peptide sequence is PAAYAAQGYKVLVLNPSVAA. The MHC is DRB1_0401 with pseudo-sequence DRB1_0401. The binding affinity (normalized) is 0.829. (2) The peptide sequence is GELQCVDKIDAAFKI. The MHC is DRB3_0101 with pseudo-sequence DRB3_0101. The binding affinity (normalized) is 0.460. (3) The MHC is HLA-DQA10401-DQB10402 with pseudo-sequence HLA-DQA10401-DQB10402. The peptide sequence is KMIGGIGGFVKVRQYDQIPI. The binding affinity (normalized) is 0.261. (4) The peptide sequence is DSNIMNSINNVMDEIDFFEK. The MHC is DRB1_0802 with pseudo-sequence DRB1_0802. The binding affinity (normalized) is 0. (5) The peptide sequence is GAMVATNFFGINTIP. The MHC is DRB3_0202 with pseudo-sequence DRB3_0202. The binding affinity (normalized) is 0.676.